This data is from Full USPTO retrosynthesis dataset with 1.9M reactions from patents (1976-2016). The task is: Predict the reactants needed to synthesize the given product. (1) Given the product [Cl:1][C:2]1[N:3]=[CH:4][C:5]([NH2:25])=[C:6]([NH:8][CH2:9][C:10]2[CH:18]=[CH:17][CH:16]=[C:15]3[C:11]=2[CH:12]=[N:13][N:14]3[CH:19]2[CH2:24][CH2:23][CH2:22][CH2:21][O:20]2)[CH:7]=1, predict the reactants needed to synthesize it. The reactants are: [Cl:1][C:2]1[CH:7]=[C:6]([NH:8][CH2:9][C:10]2[CH:18]=[CH:17][CH:16]=[C:15]3[C:11]=2[CH:12]=[N:13][N:14]3[CH:19]2[CH2:24][CH2:23][CH2:22][CH2:21][O:20]2)[C:5]([N+:25]([O-])=O)=[CH:4][N:3]=1.[Cl-].[NH4+].C(O)C. (2) Given the product [N:17]1([C:13]2[CH:12]=[N:11][CH:16]=[CH:15][CH:14]=2)[CH:21]=[CH:20][CH:19]=[N:18]1, predict the reactants needed to synthesize it. The reactants are: C(Cl)(=O)C(Cl)=O.S(Cl)(Cl)=O.[N:11]1[CH:16]=[CH:15][CH:14]=[C:13]([N:17]2[CH:21]=[C:20](N)[CH:19]=[N:18]2)[CH:12]=1.CCN(C(C)C)C(C)C. (3) Given the product [CH3:19][CH:3]([CH2:2][CH2:17][CH3:18])[CH2:4][C:5]1[CH:16]=[CH:15][C:8]2[O:9][CH2:10][C:11](=[O:14])[CH2:12][O:13][C:7]=2[CH:6]=1, predict the reactants needed to synthesize it. The reactants are: C[CH:2]([CH2:17][CH3:18])[CH2:3][CH2:4][C:5]1[CH:16]=[CH:15][C:8]2[O:9][CH2:10][C:11](=[O:14])[CH2:12][O:13][C:7]=2[CH:6]=1.[CH2:19](C1C=CC2OCC(=O)COC=2C=1)CCCC.CC(CC)CC1C=CC2OCC(=O)COC=2C=1.CC(C)CCC1C=CC2OCC(=O)COC=2C=1.CC1C2C=C3OCC(=O)COC3=CC=2CC1.